This data is from Reaction yield outcomes from USPTO patents with 853,638 reactions. The task is: Predict the reaction yield, written as a fraction of the theoretical maximum amount of product (1.0 means a 100% yield; for example, 0.34 means a 34% yield). The reactants are S(=O)(=O)(O)O.[CH2:6](O)[CH2:7][CH:8]=[CH2:9].[CH:11]([C:13]1[CH:14]=[C:15]([CH:20]=[CH:21][CH:22]=1)[C:16]([O:18][CH3:19])=[O:17])=[O:12].[OH-:23].[Na+]. No catalyst specified. The product is [OH:23][C@H:7]1[CH2:8][CH2:9][O:12][C@@H:11]([C:13]2[CH:14]=[C:15]([CH:20]=[CH:21][CH:22]=2)[C:16]([O:18][CH3:19])=[O:17])[CH2:6]1. The yield is 0.313.